From a dataset of Peptide-MHC class I binding affinity with 185,985 pairs from IEDB/IMGT. Regression. Given a peptide amino acid sequence and an MHC pseudo amino acid sequence, predict their binding affinity value. This is MHC class I binding data. The peptide sequence is ATAAATEAY. The MHC is SLA-20401 with pseudo-sequence YDEMYRNNAGNIYGNTAYIIYSDYTWAERSYTWY. The binding affinity (normalized) is 1.00.